This data is from Retrosynthesis with 50K atom-mapped reactions and 10 reaction types from USPTO. The task is: Predict the reactants needed to synthesize the given product. (1) Given the product COc1cc(C(C)(C)C)ccc1N, predict the reactants needed to synthesize it. The reactants are: COc1cc(C(C)(C)C)ccc1[N+](=O)[O-]. (2) The reactants are: CI.O=C1CCNC(=O)C1=C1SC=CS1. Given the product CN1CCC(=O)C(=C2SC=CS2)C1=O, predict the reactants needed to synthesize it. (3) Given the product CCOC(=O)c1coc(C#CC2CCN(C(=O)OC(C)(C)C)CC2)n1, predict the reactants needed to synthesize it. The reactants are: C#CC1CCN(C(=O)OC(C)(C)C)CC1.CCOC(=O)c1coc(Cl)n1. (4) Given the product COc1ccc(COc2ccc(Nc3cc4c(cn3)ncn4C)c(C)c2)cc1, predict the reactants needed to synthesize it. The reactants are: COc1ccc(COc2ccc(N)c(C)c2)cc1.Cn1cnc2cnc(Cl)cc21. (5) Given the product CCN(CC)CCNCc1cc(Cl)ccc1OCC(=O)N1C[C@H](C)N(Cc2ccc(F)cc2)C[C@H]1C, predict the reactants needed to synthesize it. The reactants are: CCN(CC)CCN.C[C@H]1CN(C(=O)COc2ccc(Cl)cc2C=O)[C@H](C)CN1Cc1ccc(F)cc1. (6) Given the product CC(C)(C)OC(=O)Nc1cccc(Oc2ccc3nc(NC(=O)C4CC4)sc3n2)c1, predict the reactants needed to synthesize it. The reactants are: CC(C)(C)OC(=O)Nc1cccc(Oc2ccc3nc(N)sc3n2)c1.O=C(Cl)C1CC1. (7) Given the product CCN(CC)CCn1ncc2c(Nc3cc(C(=O)Nc4cccc(C(F)(F)F)c4)ccc3Cl)ncnc21, predict the reactants needed to synthesize it. The reactants are: CCN(CC)CCBr.O=C(Nc1cccc(C(F)(F)F)c1)c1ccc(Cl)c(Nc2ncnc3[nH]ncc23)c1. (8) Given the product COC(=O)CCc1cc(C(c2cc(F)ccc2F)S(=O)(=O)c2ccc(Cl)cc2)c(F)cn1, predict the reactants needed to synthesize it. The reactants are: COC(=O)/C=C/c1cc(C(c2cc(F)ccc2F)S(=O)(=O)c2ccc(Cl)cc2)c(F)cn1. (9) Given the product Cc1ccc(Oc2ccc(O)cc2)c([N+](=O)[O-])c1, predict the reactants needed to synthesize it. The reactants are: Cc1ccc(F)c([N+](=O)[O-])c1.Oc1ccc(O)cc1.